From a dataset of Catalyst prediction with 721,799 reactions and 888 catalyst types from USPTO. Predict which catalyst facilitates the given reaction. (1) The catalyst class is: 140. Product: [NH2:56][C:55]1[C:50]2[C:49]([C:26]3[CH:27]=[CH:28][C:23]([CH2:22][NH:21][C:6]4[N:5]=[CH:4][C:3]([C:1]#[N:2])=[CH:20][C:7]=4[C:8]([NH:10][C@H:11]([C:13]4[CH:14]=[CH:15][C:16]([F:19])=[CH:17][CH:18]=4)[CH3:12])=[O:9])=[CH:24][CH:25]=3)=[CH:48][NH:47][C:51]=2[N:52]=[CH:53][N:54]=1. Reactant: [C:1]([C:3]1[CH:4]=[N:5][C:6]([NH:21][CH2:22][C:23]2[CH:28]=[CH:27][C:26](B3OC(C)(C)C(C)(C)O3)=[CH:25][CH:24]=2)=[C:7]([CH:20]=1)[C:8]([NH:10][C@H:11]([C:13]1[CH:18]=[CH:17][C:16]([F:19])=[CH:15][CH:14]=1)[CH3:12])=[O:9])#[N:2].C1(S([N:47]2[C:51]3[N:52]=[CH:53][N:54]=[C:55]([NH2:56])[C:50]=3[C:49](I)=[CH:48]2)(=O)=O)C=CC=CC=1.ClCCl.CN(C)C=O.C(=O)(O)[O-].[Na+].O. (2) Reactant: Cl[C:2]1[C:11]2[C:6](=[CH:7][C:8]([O:14][CH2:15][CH2:16][CH2:17][N:18]3[CH2:22][CH2:21][CH2:20][CH2:19]3)=[C:9]([C:12]#[N:13])[CH:10]=2)[N:5]=[CH:4][CH:3]=1.[F:23][C:24]1[C:32]([OH:33])=[CH:31][CH:30]=[C:29]2[C:25]=1[CH:26]=[C:27]([CH3:34])[NH:28]2.C(=O)([O-])[O-].[Cs+].[Cs+]. Product: [C:12]([C:9]1[CH:10]=[C:11]2[C:6](=[CH:7][C:8]=1[O:14][CH2:15][CH2:16][CH2:17][N:18]1[CH2:22][CH2:21][CH2:20][CH2:19]1)[N:5]=[CH:4][CH:3]=[C:2]2[O:33][C:32]1[C:24]([F:23])=[C:25]2[C:29](=[CH:30][CH:31]=1)[NH:28][C:27]([CH3:34])=[CH:26]2)#[N:13]. The catalyst class is: 3. (3) Reactant: [C:1]([C:3]1[CH:4]=[C:5](Br)[CH:6]=[C:7]([F:9])[CH:8]=1)#[N:2].[NH:11]1[C:19]2[C:14](=[CH:15][CH:16]=[CH:17][CH:18]=2)[C:13]2([CH:23](B(O)O)[CH2:22][CH2:21][CH2:20]2)[C:12]1=[O:27].C(=O)([O-])[O-].[Na+].[Na+].[OH-].[Na+]. Product: [C:1]([C:3]1[CH:4]=[C:5]([C:16]2[CH:15]=[C:14]3[C:19](=[CH:18][CH:17]=2)[NH:11][C:12](=[O:27])[C:13]23[CH2:23][CH2:22][CH2:21][CH2:20]2)[CH:6]=[C:7]([F:9])[CH:8]=1)#[N:2]. The catalyst class is: 659. (4) Reactant: [NH:1]1[C:5]2=[N:6][CH:7]=[CH:8][CH:9]=[C:4]2[CH:3]=[CH:2]1.[H-].[Na+].[C:12]1([S:18](Cl)(=[O:20])=[O:19])[CH:17]=[CH:16][CH:15]=[CH:14][CH:13]=1. Product: [C:12]1([S:18]([N:1]2[C:5]3=[N:6][CH:7]=[CH:8][CH:9]=[C:4]3[CH:3]=[CH:2]2)(=[O:20])=[O:19])[CH:17]=[CH:16][CH:15]=[CH:14][CH:13]=1. The catalyst class is: 7. (5) Reactant: [Cl:1][C:2]1[CH:7]=[CH:6][C:5]([Cl:8])=[CH:4][C:3]=1[SH:9].[OH-].[K+].Br[CH2:13][C:14]([O:16]CC)=[O:15]. Product: [Cl:1][C:2]1[CH:7]=[CH:6][C:5]([Cl:8])=[CH:4][C:3]=1[S:9][CH2:13][C:14]([OH:16])=[O:15]. The catalyst class is: 97. (6) Reactant: [Cl:1][C:2]1[CH:7]=[C:6]([Cl:8])[C:5]([Cl:9])=[CH:4][C:3]=1[OH:10].C(=O)([O-])[O-].[K+].[K+].C([O:19][C:20](=[O:27])[CH2:21][CH2:22][CH2:23][CH2:24][CH2:25]Br)C. Product: [Cl:1][C:2]1[CH:7]=[C:6]([Cl:8])[C:5]([Cl:9])=[CH:4][C:3]=1[O:10][CH2:25][CH2:24][CH2:23][CH2:22][CH2:21][C:20]([OH:27])=[O:19]. The catalyst class is: 9. (7) Reactant: C(NC(C)C)(C)C.[Li]CCCC.[Cl:13][C:14]1[CH:15]=[N:16][CH:17]=[C:18]([O:20][CH2:21][O:22][CH3:23])[CH:19]=1.[CH:24](OCC)=[O:25]. Product: [Cl:13][C:14]1[CH:15]=[N:16][CH:17]=[C:18]([O:20][CH2:21][O:22][CH3:23])[C:19]=1[CH:24]=[O:25]. The catalyst class is: 1. (8) Reactant: [NH2:1][CH2:2][CH2:3][C:4]1[C:5]([C:18]([O:20]CC)=O)=[C:6]([CH3:17])[N:7]([CH2:9][O:10][CH2:11][CH2:12][Si:13]([CH3:16])([CH3:15])[CH3:14])[CH:8]=1.O.[OH-].[Li+]. Product: [CH3:17][C:6]1[N:7]([CH2:9][O:10][CH2:11][CH2:12][Si:13]([CH3:16])([CH3:15])[CH3:14])[CH:8]=[C:4]2[CH2:3][CH2:2][NH:1][C:18](=[O:20])[C:5]=12. The catalyst class is: 40. (9) Reactant: [C:1]([N:8]1[C@@H:13]([CH3:14])[CH2:12][CH2:11][CH2:10][C@@H:9]1[CH:15]=[CH:16][CH2:17][CH:18]([CH3:20])[CH3:19])([O:3][C:4]([CH3:7])([CH3:6])[CH3:5])=[O:2]. Product: [C:1]([N:8]1[C@@H:13]([CH3:14])[CH2:12][CH2:11][CH2:10][C@@H:9]1[CH2:15][CH2:16][CH2:17][CH:18]([CH3:20])[CH3:19])([O:3][C:4]([CH3:5])([CH3:7])[CH3:6])=[O:2]. The catalyst class is: 29.